This data is from Catalyst prediction with 721,799 reactions and 888 catalyst types from USPTO. The task is: Predict which catalyst facilitates the given reaction. (1) Reactant: [CH2:1]([N:8]1[C:16]2[C:11](=[CH:12][C:13]([C:17]([N:19]=[C:20]([NH2:22])[NH2:21])=[O:18])=[CH:14][CH:15]=2)[C:10]([CH:23]=[O:24])=[CH:9]1)[C:2]1[CH:7]=[CH:6][CH:5]=[CH:4][CH:3]=1.[BH4-].[Na+]. Product: [CH2:1]([N:8]1[C:16]2[C:11](=[CH:12][C:13]([C:17]([N:19]=[C:20]([NH2:22])[NH2:21])=[O:18])=[CH:14][CH:15]=2)[C:10]([CH2:23][OH:24])=[CH:9]1)[C:2]1[CH:3]=[CH:4][CH:5]=[CH:6][CH:7]=1. The catalyst class is: 5. (2) Reactant: Br[C:2]1[C:3]([NH2:14])=[CH:4][C:5]([N:8]2[CH2:13][CH2:12][O:11][CH2:10][CH2:9]2)=[N:6][CH:7]=1.[N:15]1[CH:20]=[C:19](B(O)O)[CH:18]=[N:17][CH:16]=1.C1(P(C2CCCCC2)C2CCCCC2)CCCCC1.[O-]P([O-])([O-])=O.[K+].[K+].[K+]. The catalyst class is: 552. Product: [O:11]1[CH2:12][CH2:13][N:8]([C:5]2[CH:4]=[C:3]([NH2:14])[C:2]([C:19]3[CH:20]=[N:15][CH:16]=[N:17][CH:18]=3)=[CH:7][N:6]=2)[CH2:9][CH2:10]1. (3) Reactant: [Br:1][C:2]1[CH:3]=[C:4]2[C:9](=[CH:10][CH:11]=1)[C:8](=[O:12])[O:7][C:6]([C:13]([O:15][CH3:16])=[O:14])=[C:5]2[C:17]1[CH:22]=[CH:21][CH:20]=[CH:19][CH:18]=1.[C:23]1([C:29]2[CH:33]=[C:32]([CH2:34][N:35]3[CH2:40][CH2:39][CH:38]([CH2:41][NH2:42])[CH2:37][CH2:36]3)[O:31][N:30]=2)[CH:28]=[CH:27][CH:26]=[CH:25][CH:24]=1.C(N(C(C)C)CC)(C)C.O1CCCC1. Product: [Br:1][C:2]1[CH:3]=[C:4]2[C:9](=[CH:10][CH:11]=1)[C:8](=[O:12])[N:42]([CH2:41][CH:38]1[CH2:37][CH2:36][N:35]([CH2:34][C:32]3[O:31][N:30]=[C:29]([C:23]4[CH:28]=[CH:27][CH:26]=[CH:25][CH:24]=4)[CH:33]=3)[CH2:40][CH2:39]1)[C:6]([OH:7])([C:13]([O:15][CH3:16])=[O:14])[CH:5]2[C:17]1[CH:18]=[CH:19][CH:20]=[CH:21][CH:22]=1. The catalyst class is: 5. (4) Reactant: [C:1]([NH:4][C@@H:5]1[C@@:14]([CH2:16][C:17]2[CH:22]=[CH:21][CH:20]=[CH:19][CH:18]=2)([OH:15])[C@H:13]([O:23][CH2:24][C:25]2[CH:30]=[CH:29][CH:28]=[CH:27][CH:26]=2)[C@@H:12]([CH2:31][OH:32])[O:11][CH:6]1[O:7][CH2:8][CH:9]=[CH2:10])(=[O:3])[CH3:2].[C:33](Cl)(=[O:41])[CH2:34][CH2:35][CH2:36][CH2:37][CH2:38][CH2:39][CH3:40].O. Product: [C:1]([NH:4][C@@H:5]1[C@@:14]([CH2:16][C:17]2[CH:18]=[CH:19][CH:20]=[CH:21][CH:22]=2)([OH:15])[C@H:13]([O:23][CH2:24][C:25]2[CH:26]=[CH:27][CH:28]=[CH:29][CH:30]=2)[C@@H:12]([CH2:31][O:32][C:33](=[O:41])[CH2:34][CH2:35][CH2:36][CH2:37][CH2:38][CH2:39][CH3:40])[O:11][CH:6]1[O:7][CH2:8][CH:9]=[CH2:10])(=[O:3])[CH3:2]. The catalyst class is: 11. (5) Reactant: [C:1]([C:4]1[C:12]2[O:11][C:10]([C:13]3([CH3:28])[CH2:17][CH2:16][CH2:15][N:14]3C(OCC3C=CC=CC=3)=O)=[N:9][C:8]=2[CH:7]=[CH:6][CH:5]=1)(=[O:3])[NH2:2].[H][H]. Product: [CH3:28][C:13]1([C:10]2[O:11][C:12]3[C:4]([C:1]([NH2:2])=[O:3])=[CH:5][CH:6]=[CH:7][C:8]=3[N:9]=2)[CH2:17][CH2:16][CH2:15][NH:14]1. The catalyst class is: 19. (6) Reactant: C(N(C(C)C)CC)(C)C.[NH2:10][C:11]1[CH:12]=[C:13]([N:25]([CH2:29][CH3:30])[C:26](=[O:28])[CH3:27])[CH:14]=[CH:15][C:16]=1[NH:17][CH2:18][CH:19]1[CH2:24][CH2:23][O:22][CH2:21][CH2:20]1.[OH:31][C:32]([CH3:37])([CH3:36])[C:33](O)=O.CN(C(ON1N=NC2C=CC=NC1=2)=[N+](C)C)C.F[P-](F)(F)(F)(F)F. Product: [CH2:29]([N:25]([C:13]1[CH:14]=[CH:15][C:16]2[N:17]([CH2:18][CH:19]3[CH2:20][CH2:21][O:22][CH2:23][CH2:24]3)[C:33]([C:32]([OH:31])([CH3:37])[CH3:36])=[N:10][C:11]=2[CH:12]=1)[C:26](=[O:28])[CH3:27])[CH3:30]. The catalyst class is: 3.